Dataset: Forward reaction prediction with 1.9M reactions from USPTO patents (1976-2016). Task: Predict the product of the given reaction. Given the reactants C([O:3][C:4]([C:6]1[CH:10]=[CH:9][O:8][C:7]=1[C:11]([F:14])([F:13])[F:12])=O)C.[H-].[Al+3].[Li+].[H-].[H-].[H-], predict the reaction product. The product is: [F:14][C:11]([F:12])([F:13])[C:7]1[O:8][CH:9]=[CH:10][C:6]=1[CH2:4][OH:3].